The task is: Predict the reactants needed to synthesize the given product.. This data is from Full USPTO retrosynthesis dataset with 1.9M reactions from patents (1976-2016). (1) Given the product [CH2:1]([O:8][C:9]1[CH:10]=[C:11]([CH:12]=[C:13]([O:15][CH3:16])[CH:14]=1)[CH:17]=[O:18])[C:2]1[CH:3]=[CH:4][CH:5]=[CH:6][CH:7]=1, predict the reactants needed to synthesize it. The reactants are: [CH2:1]([O:8][C:9]1[CH:10]=[C:11]([CH2:17][OH:18])[CH:12]=[C:13]([O:15][CH3:16])[CH:14]=1)[C:2]1[CH:7]=[CH:6][CH:5]=[CH:4][CH:3]=1.I(C1C=CC=CC=1C(O)=O)(=O)=O.O. (2) Given the product [C:15]([C:12]1[CH:13]=[CH:14][C:9]([O:8][CH2:7][C:6]([OH:5])=[O:19])=[C:10]([C:17]#[C:18][C:24]2[CH:25]=[C:26]([S:28]([CH2:31][CH3:32])(=[O:29])=[O:30])[CH:27]=[CH:22][C:23]=2[CH3:34])[CH:11]=1)#[N:16], predict the reactants needed to synthesize it. The reactants are: C([O:5][C:6](=[O:19])[CH2:7][O:8][C:9]1[CH:14]=[CH:13][C:12]([C:15]#[N:16])=[CH:11][C:10]=1[C:17]#[CH:18])(C)(C)C.C([C:22]1[CH:27]=[C:26]([S:28]([CH2:31][CH2:32]C)(=[O:30])=[O:29])[CH:25]=[CH:24][C:23]=1[CH3:34])#C. (3) The reactants are: [Br:1][C:2]1[C:3]([F:20])=[CH:4][C:5]2[O:11][CH2:10][CH2:9][N:8]3[C:12](I)=[C:13]([C:15]([NH2:17])=[O:16])[N:14]=[C:7]3[C:6]=2[CH:19]=1.[CH3:21][B-](F)(F)F.[K+]. Given the product [Br:1][C:2]1[C:3]([F:20])=[CH:4][C:5]2[O:11][CH2:10][CH2:9][N:8]3[C:12]([CH3:21])=[C:13]([C:15]([NH2:17])=[O:16])[N:14]=[C:7]3[C:6]=2[CH:19]=1, predict the reactants needed to synthesize it. (4) Given the product [Cl:1][C:2]1[CH:7]=[C:6]([F:8])[CH:5]=[CH:4][C:3]=1[S:9]([C@H:12]1[CH2:16][N:15]([C:17](=[S:36])[CH2:18][C:19](=[O:21])[CH3:20])[C@H:14]([C:23]([O:25][CH3:26])=[O:24])[CH2:13]1)(=[O:11])=[O:10], predict the reactants needed to synthesize it. The reactants are: [Cl:1][C:2]1[CH:7]=[C:6]([F:8])[CH:5]=[CH:4][C:3]=1[S:9]([C@H:12]1[CH2:16][N:15]([C:17](=O)[CH2:18][C:19](=[O:21])[CH3:20])[C@H:14]([C:23]([O:25][CH3:26])=[O:24])[CH2:13]1)(=[O:11])=[O:10].COC1C=CC(P2(SP(C3C=CC(OC)=CC=3)(=S)S2)=[S:36])=CC=1. (5) The reactants are: [F:1][C:2]1[CH:3]=[C:4]([CH2:9][C:10]([NH:12][C@H:13]([C:15]([OH:17])=O)[CH3:14])=[O:11])[CH:5]=[C:6]([F:8])[CH:7]=1.[NH2:18][CH:19]1[C:28]2[C:23](=[CH:24][C:25]([CH2:29][C:30]3[CH:35]=[CH:34][CH:33]=[CH:32][CH:31]=3)=[CH:26][CH:27]=2)[CH2:22][NH:21][C:20]1=[O:36]. Given the product [F:8][C:6]1[CH:5]=[C:4]([CH2:9][C:10]([NH:12][C@H:13]([C:15]([NH:18][CH:19]2[C:28]3[C:23](=[CH:24][C:25]([CH2:29][C:30]4[CH:35]=[CH:34][CH:33]=[CH:32][CH:31]=4)=[CH:26][CH:27]=3)[CH2:22][NH:21][C:20]2=[O:36])=[O:17])[CH3:14])=[O:11])[CH:3]=[C:2]([F:1])[CH:7]=1, predict the reactants needed to synthesize it.